From a dataset of Forward reaction prediction with 1.9M reactions from USPTO patents (1976-2016). Predict the product of the given reaction. Given the reactants [NH2:1][CH2:2][CH:3]([OH:5])[CH3:4].[CH3:6][C:7]([O:10][C:11](O[C:11]([O:10][C:7]([CH3:9])([CH3:8])[CH3:6])=[O:12])=[O:12])([CH3:9])[CH3:8], predict the reaction product. The product is: [OH:5][CH:3]([CH3:4])[CH2:2][NH:1][C:11](=[O:12])[O:10][C:7]([CH3:9])([CH3:8])[CH3:6].